This data is from Peptide-MHC class I binding affinity with 185,985 pairs from IEDB/IMGT. The task is: Regression. Given a peptide amino acid sequence and an MHC pseudo amino acid sequence, predict their binding affinity value. This is MHC class I binding data. (1) The peptide sequence is ETVWPFFYA. The MHC is HLA-B08:01 with pseudo-sequence HLA-B08:01. The binding affinity (normalized) is 0.213. (2) The peptide sequence is ALFPIIWAL. The MHC is HLA-A02:03 with pseudo-sequence HLA-A02:03. The binding affinity (normalized) is 0.898. (3) The peptide sequence is AIPYFYKGK. The MHC is HLA-B40:01 with pseudo-sequence HLA-B40:01. The binding affinity (normalized) is 0.0847.